From a dataset of Forward reaction prediction with 1.9M reactions from USPTO patents (1976-2016). Predict the product of the given reaction. (1) Given the reactants C([O:3][C:4](=[O:37])[CH2:5][CH2:6][CH2:7][O:8][C:9]1[CH:14]=[CH:13][CH:12]=[C:11]([CH2:15][CH2:16][CH2:17][CH2:18][CH2:19][CH2:20][O:21][C:22]2[CH:27]=[C:26]([Br:28])[CH:25]=[C:24]([Br:29])[CH:23]=2)[C:10]=1[CH2:30][CH2:31][C:32]([O:34]CC)=[O:33])C.[OH-].[Na+], predict the reaction product. The product is: [C:32]([CH2:31][CH2:30][C:10]1[C:11]([CH2:15][CH2:16][CH2:17][CH2:18][CH2:19][CH2:20][O:21][C:22]2[CH:23]=[C:24]([Br:29])[CH:25]=[C:26]([Br:28])[CH:27]=2)=[CH:12][CH:13]=[CH:14][C:9]=1[O:8][CH2:7][CH2:6][CH2:5][C:4]([OH:37])=[O:3])([OH:34])=[O:33]. (2) Given the reactants [CH3:1][O:2][C:3]([C:5]1[CH:10]=[C:9](Cl)[N:8]=[C:7]([Cl:12])[N:6]=1)=[O:4].[CH2:13]1[C:22]2[C:17](=[CH:18][CH:19]=[CH:20][CH:21]=2)[CH2:16][CH2:15][NH:14]1, predict the reaction product. The product is: [CH3:1][O:2][C:3]([C:5]1[CH:10]=[C:9]([N:14]2[CH2:15][CH2:16][C:17]3[C:22](=[CH:21][CH:20]=[CH:19][CH:18]=3)[CH2:13]2)[N:8]=[C:7]([Cl:12])[N:6]=1)=[O:4]. (3) The product is: [OH:10][CH:9]([C:11]1[CH:12]=[C:13]2[C:18](=[CH:19][CH:20]=1)[NH:17][C:16](=[O:21])[CH2:15][CH2:14]2)[CH2:8][N:5]1[CH2:6][CH2:7][C:2]([OH:1])([C:22]2[S:23][CH:24]=[CH:25][C:26]=2[CH3:27])[CH2:3][CH2:4]1. Given the reactants [OH:1][C:2]1([C:22]2[S:23][CH:24]=[CH:25][C:26]=2[CH3:27])[CH2:7][CH2:6][N:5]([CH2:8][C:9]([C:11]2[CH:12]=[C:13]3[C:18](=[CH:19][CH:20]=2)[NH:17][C:16](=[O:21])[CH2:15][CH2:14]3)=[O:10])[CH2:4][CH2:3]1.[BH4-].[Na+], predict the reaction product. (4) The product is: [CH3:1][O:2][C:3]1[CH:8]=[C:7]([Br:9])[C:6]([I:11])=[CH:5][C:4]=1[Cl:10]. Given the reactants [CH3:1][O:2][C:3]1[CH:8]=[C:7]([Br:9])[CH:6]=[CH:5][C:4]=1[Cl:10].[I:11]I, predict the reaction product. (5) Given the reactants [NH2:1][C:2]1[CH:7]=[CH:6][C:5]([CH2:8][C:9]([OH:11])=[O:10])=[CH:4][CH:3]=1.[NH4+].[N:13]#[C:14][S-:15].BrBr, predict the reaction product. The product is: [NH2:13][C:14]1[S:15][C:7]2[CH:6]=[C:5]([CH2:8][C:9]([OH:11])=[O:10])[CH:4]=[CH:3][C:2]=2[N:1]=1. (6) Given the reactants Br[CH2:2][C:3]1[CH:8]=[CH:7][C:6]([N+:9]([O-:11])=[O:10])=[CH:5][CH:4]=1.[P:12]([O:19]CC)([O:16][CH2:17][CH3:18])[O:13][CH2:14][CH3:15], predict the reaction product. The product is: [N+:9]([C:6]1[CH:7]=[CH:8][C:3]([CH2:2][P:12](=[O:19])([O:16][CH2:17][CH3:18])[O:13][CH2:14][CH3:15])=[CH:4][CH:5]=1)([O-:11])=[O:10]. (7) Given the reactants [Cl:1][C:2]1[CH:3]=[C:4]([NH2:10])[C:5]([NH2:9])=[CH:6][C:7]=1[Cl:8].[C:11]1(=O)[O:16][CH2:15][CH2:14][CH2:13][CH2:12]1, predict the reaction product. The product is: [Cl:1][C:2]1[C:7]([Cl:8])=[CH:6][C:5]2[NH:9][C:11]([CH2:12][CH2:13][CH2:14][CH2:15][OH:16])=[N:10][C:4]=2[CH:3]=1.